Task: Predict the product of the given reaction.. Dataset: Forward reaction prediction with 1.9M reactions from USPTO patents (1976-2016) (1) Given the reactants [CH2:1]([O:8][CH2:9][N:10]([C:26](=[O:35])[C:27]1[C:32]([F:33])=[CH:31][CH:30]=[CH:29][C:28]=1[F:34])[C:11]([NH:13][C:14]1[CH:19]=[CH:18][C:17]([S:20][C:21]([F:24])([F:23])[F:22])=[CH:16][C:15]=1[F:25])=[O:12])[C:2]1[CH:7]=[CH:6][CH:5]=[CH:4][CH:3]=1.CI.[H-].[Na+].[C:40](OCC)(=O)C, predict the reaction product. The product is: [CH2:1]([O:8][CH2:9][N:10]([C:26](=[O:35])[C:27]1[C:32]([F:33])=[CH:31][CH:30]=[CH:29][C:28]=1[F:34])[C:11]([N:13]([C:14]1[CH:19]=[CH:18][C:17]([S:20][C:21]([F:24])([F:22])[F:23])=[CH:16][C:15]=1[F:25])[CH3:40])=[O:12])[C:2]1[CH:3]=[CH:4][CH:5]=[CH:6][CH:7]=1. (2) Given the reactants C([NH:9][C:10]1[S:11][CH2:12][C@@H:13]2[CH2:18][O:17][CH2:16][C@:14]2([C:19]2[CH:20]=[C:21]([NH:26][C:27](=[O:35])[C:28]3[CH:33]=[CH:32][C:31]([F:34])=[CH:30][N:29]=3)[CH:22]=[CH:23][C:24]=2[F:25])[N:15]=1)(=O)C1C=CC=CC=1.CO[NH3+].[Cl-].N1C=CC=CC=1, predict the reaction product. The product is: [NH2:9][C:10]1[S:11][CH2:12][C@@H:13]2[CH2:18][O:17][CH2:16][C@:14]2([C:19]2[CH:20]=[C:21]([NH:26][C:27](=[O:35])[C:28]3[CH:33]=[CH:32][C:31]([F:34])=[CH:30][N:29]=3)[CH:22]=[CH:23][C:24]=2[F:25])[N:15]=1.